From a dataset of Forward reaction prediction with 1.9M reactions from USPTO patents (1976-2016). Predict the product of the given reaction. (1) Given the reactants [N:1]1[CH:6]=[CH:5][CH:4]=[C:3]([CH:7]=[O:8])[CH:2]=1.[CH3:9]OS([O-])(=O)=O.C[S+](C)C.[OH-].[Na+], predict the reaction product. The product is: [O:8]1[CH2:9][CH:7]1[C:3]1[CH:2]=[N:1][CH:6]=[CH:5][CH:4]=1. (2) Given the reactants C[O:2][C:3]1[CH:4]=[C:5]([CH2:10][C:11]#[N:12])[CH:6]=[CH:7][C:8]=1[CH3:9].B(Br)(Br)Br, predict the reaction product. The product is: [OH:2][C:3]1[CH:4]=[C:5]([CH2:10][C:11]#[N:12])[CH:6]=[CH:7][C:8]=1[CH3:9]. (3) Given the reactants [F:1][C:2]1[CH:7]=[CH:6][CH:5]=[C:4]([F:8])[C:3]=1[CH:9]1[O:13][N:12]=[C:11]([C:14](=[O:16])[CH3:15])[CH2:10]1.[Br:17]Br, predict the reaction product. The product is: [Br:17][CH2:15][C:14]([C:11]1[CH2:10][CH:9]([C:3]2[C:4]([F:8])=[CH:5][CH:6]=[CH:7][C:2]=2[F:1])[O:13][N:12]=1)=[O:16]. (4) Given the reactants [Cl:1][C:2]1[CH:7]=[CH:6][CH:5]=[CH:4][C:3]=1[C:8]1[NH:9][C:10]2[C:15]([CH:16]=1)=[CH:14][CH:13]=[C:12]([O:17][CH3:18])[CH:11]=2.Br[CH2:20][C:21]1[N:26]=[C:25]([NH:27][C:28](=[O:33])[C:29]([CH3:32])([CH3:31])[CH3:30])[CH:24]=[CH:23][CH:22]=1.C([O-])([O-])=O.[Cs+].[Cs+], predict the reaction product. The product is: [Cl:1][C:2]1[CH:7]=[CH:6][CH:5]=[CH:4][C:3]=1[C:8]1[N:9]([CH2:20][C:21]2[N:26]=[C:25]([NH:27][C:28](=[O:33])[C:29]([CH3:31])([CH3:30])[CH3:32])[CH:24]=[CH:23][CH:22]=2)[C:10]2[C:15]([CH:16]=1)=[CH:14][CH:13]=[C:12]([O:17][CH3:18])[CH:11]=2. (5) Given the reactants [Br:1][C:2]1[C:3](=O)[C:4]2[C:12](=[CH:13][CH:14]=1)[C:11]1[C:6](=[CH:7][C:8]([Br:15])=[CH:9][CH:10]=1)[CH:5]=2.[C:17](O)(=O)[CH3:18], predict the reaction product. The product is: [Br:1][C:2]1[CH:14]=[CH:13][C:12]2[C:11]3[C:6](=[CH:7][C:8]([Br:15])=[CH:9][CH:10]=3)[C:5]3([C:18]4[CH:17]=[CH:8][CH:7]=[CH:6][C:5]=4[C:4]4[C:3]3=[CH:2][CH:14]=[CH:13][CH:12]=4)[C:4]=2[CH:3]=1. (6) Given the reactants [CH2:1]1COCC1.CO.[CH:8]1([N:11]([CH2:44][C:45]2[CH:50]=[C:49]([O:51][CH2:52][CH2:53][CH2:54]SC)[N:48]=[C:47]([CH2:57][CH2:58][CH2:59][O:60][CH3:61])[CH:46]=2)[C:12](=[O:43])[CH:13]([CH2:23][C:24]2[CH:29]=[CH:28][C:27]([O:30][CH2:31][CH2:32][O:33][C:34]3[C:39]([Cl:40])=[CH:38][C:37]([CH3:41])=[CH:36][C:35]=3[Cl:42])=[CH:26][CH:25]=2)[CH2:14][NH:15][C:16](=[O:22])[O:17][C:18]([CH3:21])([CH3:20])[CH3:19])[CH2:10][CH2:9]1.O[O:63][S:64]([O-:66])=O.[K+], predict the reaction product. The product is: [CH:8]1([N:11]([CH2:44][C:45]2[CH:50]=[C:49]([O:51][CH2:52][CH2:53][CH2:54][S:64]([CH3:1])(=[O:66])=[O:63])[N:48]=[C:47]([CH2:57][CH2:58][CH2:59][O:60][CH3:61])[CH:46]=2)[C:12](=[O:43])[CH:13]([CH2:23][C:24]2[CH:29]=[CH:28][C:27]([O:30][CH2:31][CH2:32][O:33][C:34]3[C:39]([Cl:40])=[CH:38][C:37]([CH3:41])=[CH:36][C:35]=3[Cl:42])=[CH:26][CH:25]=2)[CH2:14][NH:15][C:16](=[O:22])[O:17][C:18]([CH3:19])([CH3:20])[CH3:21])[CH2:9][CH2:10]1. (7) The product is: [ClH:1].[N:15]1([CH2:14][CH2:13][C:4]2[C:5]([C:32]([F:35])([F:34])[F:33])=[CH:6][C:7]3[C:8](=[O:12])[O:9][CH2:10][C:11]=3[CH:3]=2)[CH2:16][CH2:17][NH:18][CH2:19][CH2:20]1. Given the reactants [ClH:1].C[C:3]1[C:11]2[CH2:10][O:9][C:8](=[O:12])[C:7]=2[CH:6]=[CH:5][C:4]=1[CH2:13][CH2:14][N:15]1[CH2:20][CH2:19][NH:18][CH2:17][CH2:16]1.BrC1C([C:32]([F:35])([F:34])[F:33])=CC2C(=O)OCC=2C=1, predict the reaction product.